From a dataset of Full USPTO retrosynthesis dataset with 1.9M reactions from patents (1976-2016). Predict the reactants needed to synthesize the given product. (1) Given the product [CH:10]([C:7]1[CH:8]=[CH:9][C:2]([N:12]2[CH:16]=[N:15][CH:14]=[N:13]2)=[C:3]([CH:6]=1)[C:4]#[N:5])=[O:11], predict the reactants needed to synthesize it. The reactants are: F[C:2]1[CH:9]=[CH:8][C:7]([CH:10]=[O:11])=[CH:6][C:3]=1[C:4]#[N:5].[NH:12]1[CH:16]=[N:15][CH:14]=[N:13]1.C(=O)([O-])[O-].[K+].[K+].O. (2) Given the product [F:1][C:2]([F:10])([F:9])[C:3]([CH3:8])([CH3:7])/[C:4](/[OH:5])=[CH:22]/[C:21](=[O:23])/[CH:20]=[CH:19]/[O:18][CH3:17], predict the reactants needed to synthesize it. The reactants are: [F:1][C:2]([F:10])([F:9])[C:3]([CH3:8])([CH3:7])[C:4](O)=[O:5].C(Cl)(=O)C(Cl)=O.[CH3:17][O:18]/[CH:19]=[CH:20]/[C:21](=[O:23])[CH3:22].[Li+].C[Si]([N-][Si](C)(C)C)(C)C.N#N.FC(F)(F)C(C)(C)C(Cl)=O. (3) Given the product [F:1][C:2]1[CH:7]=[C:6]([NH:8][C:9]2[CH:14]=[CH:13][C:12]([F:15])=[CH:11][N:10]=2)[C:5]([NH2:16])=[CH:4][CH:3]=1, predict the reactants needed to synthesize it. The reactants are: [F:1][C:2]1[CH:3]=[CH:4][C:5]([N+:16]([O-])=O)=[C:6]([NH:8][C:9]2[CH:14]=[CH:13][C:12]([F:15])=[CH:11][N:10]=2)[CH:7]=1. (4) Given the product [F:6][C:7]1[CH:8]=[C:9]([CH:33]=[CH:34][CH:35]=1)[CH2:10][N:11]1[C:23]2[CH2:22][CH2:21][C@@H:20]([NH:24][C:25](=[O:29])[CH:26]([CH3:27])[CH3:28])[CH2:19][C:18]=2[C:17]2[C:12]1=[CH:13][CH:14]=[C:15]([C:30]1[S:32][CH:2]=[C:3]([CH3:4])[N:31]=1)[CH:16]=2, predict the reactants needed to synthesize it. The reactants are: Cl[CH2:2][C:3](=O)[CH3:4].[F:6][C:7]1[CH:8]=[C:9]([CH:33]=[CH:34][CH:35]=1)[CH2:10][N:11]1[C:23]2[CH2:22][CH2:21][C@@H:20]([NH:24][C:25](=[O:29])[CH:26]([CH3:28])[CH3:27])[CH2:19][C:18]=2[C:17]2[C:12]1=[CH:13][CH:14]=[C:15]([C:30](=[S:32])[NH2:31])[CH:16]=2. (5) Given the product [C:20]([O:24][C:25]([N:27]1[CH2:30][C:29]2([C:34](=[N:35][O:36][CH3:37])[CH2:33][N:32]([C:11]3[CH:12]=[C:13]4[C:8]([C:7](=[O:16])[C:6]([C:17]([OH:19])=[O:18])=[CH:5][N:4]4[CH:1]4[CH2:3][CH2:2]4)=[CH:9][C:10]=3[F:15])[CH2:31]2)[CH2:28]1)=[O:26])([CH3:23])([CH3:22])[CH3:21], predict the reactants needed to synthesize it. The reactants are: [CH:1]1([N:4]2[C:13]3[C:8](=[CH:9][C:10]([F:15])=[C:11](F)[CH:12]=3)[C:7](=[O:16])[C:6]([C:17]([OH:19])=[O:18])=[CH:5]2)[CH2:3][CH2:2]1.[C:20]([O:24][C:25]([N:27]1[CH2:30][C:29]2([C:34](=[N:35][O:36][CH3:37])[CH2:33][NH:32][CH2:31]2)[CH2:28]1)=[O:26])([CH3:23])([CH3:22])[CH3:21]. (6) Given the product [NH2:57][C@@H:54]1[CH2:55][CH2:56][C@H:51]([NH:58][C:21]([C:20]2[C:14]3[C:15](=[N:16][CH:17]=[C:12]([C:6]4[C:5]5[C:9](=[CH:10][C:2]([Cl:1])=[CH:3][CH:4]=5)[N:8]([CH3:11])[N:7]=4)[N:13]=3)[N:18]([CH2:24][O:25][CH2:26][CH2:27][Si:28]([CH3:29])([CH3:31])[CH3:30])[CH:19]=2)=[O:22])[CH2:52][CH2:53]1, predict the reactants needed to synthesize it. The reactants are: [Cl:1][C:2]1[CH:10]=[C:9]2[C:5]([C:6]([C:12]3[N:13]=[C:14]4[C:20]([C:21](O)=[O:22])=[CH:19][N:18]([CH2:24][O:25][CH2:26][CH2:27][Si:28]([CH3:31])([CH3:30])[CH3:29])[C:15]4=[N:16][CH:17]=3)=[N:7][N:8]2[CH3:11])=[CH:4][CH:3]=1.N1(O)C2C=CC=CC=2N=N1.C(N(CC)C(C)C)(C)C.[C@H:51]1([NH2:58])[CH2:56][CH2:55][C@@H:54]([NH2:57])[CH2:53][CH2:52]1. (7) Given the product [NH2:1][C:4]1[CH:5]=[C:6]2[N:12]=[C:11]([CH:13]3[CH2:18][CH2:17][N:16]([C:19]([O:21][CH2:22][C:23]4[CH:28]=[CH:27][CH:26]=[CH:25][CH:24]=4)=[O:20])[CH2:15][CH2:14]3)[NH:10][C:7]2=[N:8][CH:9]=1, predict the reactants needed to synthesize it. The reactants are: [N+:1]([C:4]1[CH:5]=[C:6]2[N:12]=[C:11]([CH:13]3[CH2:18][CH2:17][N:16]([C:19]([O:21][CH2:22][C:23]4[CH:28]=[CH:27][CH:26]=[CH:25][CH:24]=4)=[O:20])[CH2:15][CH2:14]3)[NH:10][C:7]2=[N:8][CH:9]=1)([O-])=O.O.O.[Sn](Cl)Cl. (8) The reactants are: [CH2:1]([O:4][C:5]1[C:16]([O:17][CH3:18])=[C:15]([NH:19][C:20](=[O:46])[C:21]2[CH:26]=[CH:25][C:24]([NH:27][S:28]([C:31]3[CH:36]=[CH:35][C:34]([N+:37]([O-])=O)=[CH:33][CH:32]=3)(=[O:30])=[O:29])=[C:23]([O:40][CH3:41])[C:22]=2[O:42][CH2:43][CH:44]=[CH2:45])[CH:14]=[CH:13][C:6]=1[C:7]([O:9][CH2:10][CH:11]=[CH2:12])=[O:8])[CH:2]=[CH2:3].Cl[Sn]Cl.O. Given the product [CH2:1]([O:4][C:5]1[C:16]([O:17][CH3:18])=[C:15]([NH:19][C:20](=[O:46])[C:21]2[CH:26]=[CH:25][C:24]([NH:27][S:28]([C:31]3[CH:36]=[CH:35][C:34]([NH2:37])=[CH:33][CH:32]=3)(=[O:29])=[O:30])=[C:23]([O:40][CH3:41])[C:22]=2[O:42][CH2:43][CH:44]=[CH2:45])[CH:14]=[CH:13][C:6]=1[C:7]([O:9][CH2:10][CH:11]=[CH2:12])=[O:8])[CH:2]=[CH2:3], predict the reactants needed to synthesize it. (9) The reactants are: [O-]P([O-])([O-])=O.[K+].[K+].[K+].[CH3:9][NH:10][CH2:11][C:12]1[CH:17]=[CH:16][CH:15]=[CH:14][CH:13]=1.I[C:19]1[CH:24]=[CH:23][CH:22]=[CH:21][CH:20]=1.C(O)CO. Given the product [CH3:9][N:10]([CH2:11][C:12]1[CH:17]=[CH:16][CH:15]=[CH:14][CH:13]=1)[C:19]1[CH:24]=[CH:23][CH:22]=[CH:21][CH:20]=1, predict the reactants needed to synthesize it. (10) Given the product [Cl:29][CH2:30][CH2:31][O:1][C:2]1[CH:11]=[C:10]2[C:5]([C:6](=[O:20])[N:7]([CH2:12][O:13][C:14](=[O:19])[C:15]([CH3:16])([CH3:17])[CH3:18])[CH:8]=[N:9]2)=[CH:4][C:3]=1[O:21][CH3:22], predict the reactants needed to synthesize it. The reactants are: [OH:1][C:2]1[CH:11]=[C:10]2[C:5]([C:6](=[O:20])[N:7]([CH2:12][O:13][C:14](=[O:19])[C:15]([CH3:18])([CH3:17])[CH3:16])[CH:8]=[N:9]2)=[CH:4][C:3]=1[O:21][CH3:22].C(=O)([O-])[O-].[K+].[K+].[Cl:29][CH:30](Cl)[CH3:31].